This data is from Experimentally validated miRNA-target interactions with 360,000+ pairs, plus equal number of negative samples. The task is: Binary Classification. Given a miRNA mature sequence and a target amino acid sequence, predict their likelihood of interaction. (1) The miRNA is rno-miR-150-5p with sequence UCUCCCAACCCUUGUACCAGUG. The protein sequence of the target gene is MNFLLSWVHWTLALLLYLHHAKWSQAAPTTEGEQKAHEVVKFMDVYQRSYCRPIETLVDIFQEYPDEIEYIFKPSCVPLMRCAGCCNDEALECVPTSESNVTMQIMRIKPHQSQHIGEMSFLQHSRCECRPKKDRTKPEKKSVRGKGKGQKRKRKKSRFKSWSVHCEPCSERRKHLFVQDPQTCKCSCKNTDSRCKARQLELNERTCRCDKPRR. Result: 1 (interaction). (2) The miRNA is rno-miR-328a-3p with sequence CUGGCCCUCUCUGCCCUUCCGU. The protein sequence of the target gene is MSHRKFSAPRHGHLGFLPHKRSHRHRGKVKTWPRDDPSQPVHLTAFLGYKAGMTHTLREVHRPGLKISKREEVEAVTIVETPPLVVVGVVGYVATPRGLRSFKTIFAEHLSDECRRRFYKDWHKSKKKAFTKACKRWRDTDGKKQLQKDFAAMKKYCKVIRVIVHTQMKLLPFRQKKAHIMEIQLNGGTVAEKVAWAQARLEKQVPVHSVFSQSEVIDVIAVTKGRGVKGVTSRWHTKKLPRKTHKGLRKVACIGAWHPARVGCSIARAGQKGYHHRTELNKKIFRIGRGPHMEDGKLVK.... Result: 0 (no interaction). (3) The miRNA is hsa-miR-208b-3p with sequence AUAAGACGAACAAAAGGUUUGU. The protein sequence of the target gene is MRRYLRVVVLCVACGFCSLLYAFSQLAVSLEEGTGGGGGKPQAAVASWLAGGGRGAVRGAGVAGPAAHPGVSDRCKDFSLCYWNPYWMLPSDVCGMNCFWEAAFRYSLKIQPVEKMHLAVVACGERLEETMTMLKSAIIFSIKPLQFHIFAEDQLHHSFKGRLDNWSFLQTFNYTLYPITFPSENAAEWKKLFKPCASQRLFLPLILKEVDSLLYVDTDILFLRPVDDIWSLLKKFNSTQIAAMAPEHEEPRIGWYNRFARHPYYGKTGVNSGVMLMNMTRMRRKYFKNDMTTVRLQWGD.... Result: 1 (interaction). (4) The miRNA is hsa-miR-7702 with sequence CUUAGACUGCCAGACUCCCUGA. The protein sequence of the target gene is MMAPFASLASGILLLLSLIASSKACSCAPPHPQTAFCNSDLVIRAKFMGSPEINETTLYQRYKIKMTKMLKGFKAVGNAADIRYAYTPVMESLCGYAHKSQNRSEEFLITGRLRNGNLHISACSFLVPWRTLSPAQQRAFSKTYSAGCGVCTVFPCLSIPCKLESDTHCLWTDQVLVGSEDYQSRHFACLPRNPGLCTWRSLGAR. Result: 0 (no interaction). (5) The miRNA is hsa-miR-4269 with sequence GCAGGCACAGACAGCCCUGGC. The protein sequence of the target gene is MAEDTYSHKMVKTNHRRCRTKFTEEQLKILINTFNQKPYPGYATKQKLALEINTEESRIQIWFQNRRARHGFQKRPEAETLESSQSQGQDQPGVEFQSREARRCRTTYSASQLHTLIKAFMKNPYPGIDSREELAKEIGVPESRVQIWFQNRRSRLLLQRKREPVASLEQEEQGKIPEGLQGAEDTQNGTNFTSDSHFSGARTW. Result: 1 (interaction). (6) The miRNA is hsa-miR-4659a-3p with sequence UUUCUUCUUAGACAUGGCAACG. The protein sequence of the target gene is MSWAAVLAVAAARFGHFWGCRWPGPMAQGWAGFSEEELRRLKQTKDPFEPQRRLPAKKSRQQLQREKALVEQSQKLGLQDGSTSLLPEQLLSAPKQRVNVQKPPFSSPTLPSHFTLTSPVGDGQPQGIESQPKELGLENSHDGHNNVEILPPKPDCKLEKKKVELQEKSRWEVLQQEQRLMEEKNKRKKALLAKAIAERSKRTQAETMKLKRIQKELQALDDMVSADIGILRNRIDQASLDYSYARKRFDRAEAEYIAAKLDIQRKTEIKEQLTEHLCTIIQQNELRKAKKLEELMQQLD.... Result: 1 (interaction).